From a dataset of Full USPTO retrosynthesis dataset with 1.9M reactions from patents (1976-2016). Predict the reactants needed to synthesize the given product. (1) Given the product [C:1]([O:5][C:6]([NH:8][C@@H:9]([CH2:14][C:48]1[CH:53]=[CH:52][N:51]=[C:50]([O:54][CH3:55])[CH:49]=1)[C:10]([O:12][CH3:13])=[O:11])=[O:7])([CH3:4])([CH3:3])[CH3:2], predict the reactants needed to synthesize it. The reactants are: [C:1]([O:5][C:6]([NH:8][C@@H:9]([CH2:14]I)[C:10]([O:12][CH3:13])=[O:11])=[O:7])([CH3:4])([CH3:3])[CH3:2].II.COC1C=CC=C(OC)C=1C1C=CC=CC=1P(C1CCCCC1)C1CCCCC1.Br[C:48]1[CH:53]=[CH:52][N:51]=[C:50]([O:54][CH3:55])[CH:49]=1. (2) Given the product [CH2:1]([N:8]1[CH:13]=[CH:12][C:11](=[O:14])[C:10]2[C:37]([C:31]3[CH:32]=[CH:33][CH:34]=[CH:35][CH:36]=3)=[C:38]([Si:39]([CH3:42])([CH3:40])[CH3:41])[O:23][C:9]1=2)[C:2]1[CH:3]=[CH:4][CH:5]=[CH:6][CH:7]=1, predict the reactants needed to synthesize it. The reactants are: [CH2:1]([N:8]1[CH:13]=[CH:12][C:11]([O:14]CC2C=CC=CC=2)=[C:10](I)[C:9]1=[O:23])[C:2]1[CH:7]=[CH:6][CH:5]=[CH:4][CH:3]=1.C(N(CC)CC)C.[C:31]1([C:37]#[C:38][Si:39]([CH3:42])([CH3:41])[CH3:40])[CH:36]=[CH:35][CH:34]=[CH:33][CH:32]=1. (3) Given the product [CH3:1][C:2]1[CH:3]=[C:4]([CH:8]([N:25]=[N+:26]=[N-:27])[CH3:9])[CH:5]=[CH:6][CH:7]=1, predict the reactants needed to synthesize it. The reactants are: [CH3:1][C:2]1[CH:3]=[C:4]([CH:8](O)[CH3:9])[CH:5]=[CH:6][CH:7]=1.C1C=CC(P([N:25]=[N+:26]=[N-:27])(C2C=CC=CC=2)=O)=CC=1.N12CCCN=C1CCCCC2.